Dataset: Catalyst prediction with 721,799 reactions and 888 catalyst types from USPTO. Task: Predict which catalyst facilitates the given reaction. (1) Reactant: B(Br)(Br)Br.C[O:6][C:7]1[CH:12]=[CH:11][C:10]([P:13](=[O:26])([C:20]2[CH:25]=[CH:24][CH:23]=[CH:22][CH:21]=2)[C:14]2[CH:19]=[CH:18][CH:17]=[CH:16][CH:15]=2)=[CH:9][CH:8]=1. Product: [OH:6][C:7]1[CH:8]=[CH:9][C:10]([P:13](=[O:26])([C:14]2[CH:15]=[CH:16][CH:17]=[CH:18][CH:19]=2)[C:20]2[CH:25]=[CH:24][CH:23]=[CH:22][CH:21]=2)=[CH:11][CH:12]=1. The catalyst class is: 4. (2) Reactant: C(N(CC)CC)C.C(Cl)Cl.[CH2:11]([N:15]1[C:23]([N:24]2[CH2:29][CH2:28][NH:27][C@H:26]([CH3:30])[CH2:25]2)=[N:22][C:21]2[C:16]1=[N:17][C:18]([C:37]1[CH:38]=[N:39][C:40]([NH2:43])=[N:41][CH:42]=1)=[N:19][C:20]=2[N:31]1[CH2:36][CH2:35][O:34][CH2:33][CH2:32]1)[CH:12]([CH3:14])[CH3:13].[C:44](OC(=O)C)(=[O:46])[CH3:45]. Product: [C:44]([N:27]1[CH2:28][CH2:29][N:24]([C:23]2[N:15]([CH2:11][CH:12]([CH3:14])[CH3:13])[C:16]3[C:21]([N:22]=2)=[C:20]([N:31]2[CH2:36][CH2:35][O:34][CH2:33][CH2:32]2)[N:19]=[C:18]([C:37]2[CH:42]=[N:41][C:40]([NH2:43])=[N:39][CH:38]=2)[N:17]=3)[CH2:25][C@H:26]1[CH3:30])(=[O:46])[CH3:45]. The catalyst class is: 61. (3) Reactant: [Cl:1][C:2]1[CH:11]=[C:10]2[C:5]([C:6](=[O:38])[N:7]([NH:31][C:32]3[CH:37]=[CH:36][CH:35]=[CH:34][CH:33]=3)[C:8]([C@H:12]([NH:16][CH2:17][CH2:18][CH2:19][NH:20][C:21](=[O:30])[O:22][CH2:23][C:24]3[CH:29]=[CH:28][CH:27]=[CH:26][CH:25]=3)[CH2:13][C:14]#[CH:15])=[N:9]2)=[CH:4][CH:3]=1.C(N(CC)CC)C.[F:46][C:47]1[C:55]([Cl:56])=[CH:54][CH:53]=[CH:52][C:48]=1[C:49](Cl)=[O:50]. Product: [Cl:56][C:55]1[C:47]([F:46])=[C:48]([CH:52]=[CH:53][CH:54]=1)[C:49]([N:16]([CH2:17][CH2:18][CH2:19][NH:20][C:21](=[O:30])[O:22][CH2:23][C:24]1[CH:25]=[CH:26][CH:27]=[CH:28][CH:29]=1)[C@@H:12]([C:8]1[N:7]([NH:31][C:32]2[CH:33]=[CH:34][CH:35]=[CH:36][CH:37]=2)[C:6](=[O:38])[C:5]2[C:10](=[CH:11][C:2]([Cl:1])=[CH:3][CH:4]=2)[N:9]=1)[CH2:13][C:14]#[CH:15])=[O:50]. The catalyst class is: 4.